Predict which catalyst facilitates the given reaction. From a dataset of Catalyst prediction with 721,799 reactions and 888 catalyst types from USPTO. (1) Reactant: [F:1][C:2]1[CH:3]=[C:4]([CH:32]=[CH:33][CH:34]=1)[CH2:5][O:6][C:7]1[CH:12]=[CH:11][C:10]([NH:13][C:14]2[C:23]3[C:18](=[CH:19][CH:20]=[C:21]([C:24]4[O:28][C:27]([CH:29]=O)=[CH:26][CH:25]=4)[CH:22]=3)[N:17]=[CH:16][N:15]=2)=[CH:9][C:8]=1[Cl:31].[CH3:35][P:36]([CH2:39][NH2:40])([CH3:38])=[O:37].[P].[S].C(O[BH-](OC(=O)C)OC(=O)C)(=O)C.[Na+]. Product: [CH3:35][P:36]([CH2:39][NH:40][CH2:29][C:27]1[O:28][C:24]([C:21]2[CH:22]=[C:23]3[C:18](=[CH:19][CH:20]=2)[N:17]=[CH:16][N:15]=[C:14]3[NH:13][C:10]2[CH:11]=[CH:12][C:7]([O:6][CH2:5][C:4]3[CH:32]=[CH:33][CH:34]=[C:2]([F:1])[CH:3]=3)=[C:8]([Cl:31])[CH:9]=2)=[CH:25][CH:26]=1)([CH3:38])=[O:37]. The catalyst class is: 411. (2) Reactant: FC(F)(F)S([O:6][S:7]([C:10]([F:13])([F:12])[F:11])(=[O:9])=[O:8])(=O)=O.[CH3:16][C:17]1[N:21]([C:22]2[CH:23]=[C:24](O)[CH:25]=[CH:26][CH:27]=2)[C:20]2[CH:29]=[CH:30][CH:31]=[C:32]([C:33]([F:36])([F:35])[F:34])[C:19]=2[N:18]=1.C(N(C(C)C)CC)(C)C.C(O)(=O)CC(CC(O)=O)(C(O)=O)O. Product: [F:13][C:10]([F:11])([F:12])[S:7]([O:6][C:24]1[CH:25]=[CH:26][CH:27]=[C:22]([N:21]2[C:20]3[CH:29]=[CH:30][CH:31]=[C:32]([C:33]([F:34])([F:36])[F:35])[C:19]=3[N:18]=[C:17]2[CH3:16])[CH:23]=1)(=[O:8])=[O:9]. The catalyst class is: 91.